From a dataset of Forward reaction prediction with 1.9M reactions from USPTO patents (1976-2016). Predict the product of the given reaction. (1) Given the reactants [C:1]([O:6]CC1OC1)(=[O:5])[C:2]([CH3:4])=[CH2:3].C[N:12](CCCCCCCCCCCC)C.C1(C=CC(O)=CC=1)O.CC(C)=O, predict the reaction product. The product is: [C:1]([NH2:12])(=[O:6])[CH:2]=[CH2:3].[C:1]([OH:6])(=[O:5])[C:2]([CH3:4])=[CH2:3]. (2) The product is: [NH2:9][C:10]1[C:15]([Cl:1])=[C:14]([C:16]([O:18][CH2:19][CH3:20])=[O:17])[N:13]=[C:12]([C:21]2[CH:26]=[CH:25][C:24]([C:27]([F:30])([F:29])[F:28])=[CH:23][N:22]=2)[N:11]=1. Given the reactants [Cl:1]N1C(=O)CCC1=O.[NH2:9][C:10]1[CH:15]=[C:14]([C:16]([O:18][CH2:19][CH3:20])=[O:17])[N:13]=[C:12]([C:21]2[CH:26]=[CH:25][C:24]([C:27]([F:30])([F:29])[F:28])=[CH:23][N:22]=2)[N:11]=1, predict the reaction product. (3) Given the reactants CC1(C)C(C)(C)OB([C:9]2[CH:10]=[CH:11][C:12]3[O:17][CH2:16][C:15](=[O:18])[NH:14][C:13]=3[CH:19]=2)O1.Br[C:22]1[C:23]([CH3:39])=[N:24][N:25]([CH2:34][CH2:35][CH2:36][CH2:37][CH3:38])[C:26]=1[C:27]1[CH:32]=[CH:31][C:30]([F:33])=[CH:29][CH:28]=1.C(=O)([O-])[O-].[Cs+].[Cs+].O, predict the reaction product. The product is: [F:33][C:30]1[CH:29]=[CH:28][C:27]([C:26]2[N:25]([CH2:34][CH2:35][CH2:36][CH2:37][CH3:38])[N:24]=[C:23]([CH3:39])[C:22]=2[C:9]2[CH:10]=[CH:11][C:12]3[O:17][CH2:16][C:15](=[O:18])[NH:14][C:13]=3[CH:19]=2)=[CH:32][CH:31]=1.